Dataset: Forward reaction prediction with 1.9M reactions from USPTO patents (1976-2016). Task: Predict the product of the given reaction. The product is: [Si:19]([O:26][CH2:27][CH:28]([CH2:33][N:34]1[C:42]([C:43]2[CH:48]=[CH:47][CH:46]=[C:45]([F:49])[CH:44]=2)=[C:41]2[C:36]([N:37]([CH3:53])[C:38](=[O:52])[N:39]([CH3:51])[C:40]2=[O:50])=[CH:35]1)[CH2:29][C:30]([N:65]([O:66][CH3:67])[CH3:64])=[O:31])([C:22]([CH3:24])([CH3:25])[CH3:23])([CH3:20])[CH3:21]. Given the reactants C(P1(=O)OP(CCC)(=O)OP(CCC)(=O)O1)CC.[Si:19]([O:26][CH2:27][CH:28]([CH2:33][N:34]1[C:42]([C:43]2[CH:48]=[CH:47][CH:46]=[C:45]([F:49])[CH:44]=2)=[C:41]2[C:36]([N:37]([CH3:53])[C:38](=[O:52])[N:39]([CH3:51])[C:40]2=[O:50])=[CH:35]1)[CH2:29][C:30](O)=[O:31])([C:22]([CH3:25])([CH3:24])[CH3:23])([CH3:21])[CH3:20].CCN(C(C)C)C(C)C.Cl.[CH3:64][NH:65][O:66][CH3:67], predict the reaction product.